From a dataset of Retrosynthesis with 50K atom-mapped reactions and 10 reaction types from USPTO. Predict the reactants needed to synthesize the given product. (1) Given the product O=C(CCCNC(=O)c1cccc(-c2ccoc2)c1)Nc1ccc(Cl)cc1C(=O)O, predict the reactants needed to synthesize it. The reactants are: COC(=O)c1cc(Cl)ccc1NC(=O)CCCNC(=O)c1cccc(-c2ccoc2)c1. (2) Given the product CS(=O)(=O)N1CCN(CCCOc2ccc3c(c2)C(=O)C(c2cccnc2)=C3c2cc(F)cc(F)c2)CC1, predict the reactants needed to synthesize it. The reactants are: CS(=O)(=O)Cl.O=C1C(c2cccnc2)=C(c2cc(F)cc(F)c2)c2ccc(OCCCN3CCNCC3)cc21. (3) Given the product COc1cc(C(=O)N[C@H](C)COS(C)(=O)=O)ccc1[N+](=O)[O-], predict the reactants needed to synthesize it. The reactants are: COc1cc(C(=O)N[C@H](C)CO)ccc1[N+](=O)[O-].CS(=O)(=O)Cl. (4) Given the product CCC1(CC)CC(O)c2cc(C#N)ccc2O1, predict the reactants needed to synthesize it. The reactants are: CCC1(CC)CC(=O)c2cc(C#N)ccc2O1. (5) Given the product CCC(=O)N(Cc1ccc(-c2c(C)cccc2C)cc1)c1cc(F)cc(C#N)c1, predict the reactants needed to synthesize it. The reactants are: CCC(=O)N(Cc1ccc(I)cc1)c1cc(F)cc(C#N)c1.Cc1cccc(C)c1B(O)O.